Dataset: Forward reaction prediction with 1.9M reactions from USPTO patents (1976-2016). Task: Predict the product of the given reaction. Given the reactants CC1C=C(C)C=CC=1NC([C:12]1[N:13]=[C:14]([C:22]2[CH:27]=[CH:26][C:25]([S:28][C:29]([CH3:34])([CH3:33])[C:30]([O-:32])=[O:31])=[CH:24][CH:23]=2)[N:15]([CH2:17][CH2:18][CH2:19][CH2:20][CH3:21])[CH:16]=1)=O.[Na+].C1(P([N:50]=[N+]=[N-])(C2C=CC=CC=2)=O)C=CC=CC=1.C(N(CC)CC)C.[CH2:60]([OH:67])[C:61]1[CH:66]=[CH:65][CH:64]=[CH:63][CH:62]=1.[C:68](=[O:71])([O-])[O-].[Na+].[Na+].[C:74]1([CH3:80])[CH:79]=CC=C[CH:75]=1, predict the reaction product. The product is: [CH2:60]([O:67][C:68]([NH:50][C:12]1[N:13]=[C:14]([C:22]2[CH:27]=[CH:26][C:25]([S:28][C:29]([CH3:33])([CH3:34])[C:30]([O:32][C:74]([CH3:80])([CH3:79])[CH3:75])=[O:31])=[CH:24][CH:23]=2)[N:15]([CH2:17][CH2:18][CH2:19][CH2:20][CH3:21])[CH:16]=1)=[O:71])[C:61]1[CH:66]=[CH:65][CH:64]=[CH:63][CH:62]=1.